Dataset: Full USPTO retrosynthesis dataset with 1.9M reactions from patents (1976-2016). Task: Predict the reactants needed to synthesize the given product. (1) Given the product [F:35][C:36]1[CH:41]=[CH:40][CH:39]=[CH:38][C:37]=1[C:2]1[C:10]2[C:5](=[N:6][CH:7]=[C:8]([C:11]3[CH:12]=[C:13]([C:17]([N:19]4[CH2:24][CH2:23][O:22][CH2:21][CH2:20]4)=[O:18])[CH:14]=[CH:15][CH:16]=3)[CH:9]=2)[N:4]([S:25]([C:28]2[CH:34]=[CH:33][C:31]([CH3:32])=[CH:30][CH:29]=2)(=[O:27])=[O:26])[CH:3]=1, predict the reactants needed to synthesize it. The reactants are: I[C:2]1[C:10]2[C:5](=[N:6][CH:7]=[C:8]([C:11]3[CH:12]=[C:13]([C:17]([N:19]4[CH2:24][CH2:23][O:22][CH2:21][CH2:20]4)=[O:18])[CH:14]=[CH:15][CH:16]=3)[CH:9]=2)[N:4]([S:25]([C:28]2[CH:34]=[CH:33][C:31]([CH3:32])=[CH:30][CH:29]=2)(=[O:27])=[O:26])[CH:3]=1.[F:35][C:36]1[CH:41]=[CH:40][CH:39]=[CH:38][C:37]=1B(O)O.ClCCl.C(=O)([O-])[O-].[Na+].[Na+]. (2) The reactants are: [Cl:1][C:2]1[CH:3]=[C:4]2[C:9](=[CH:10][CH:11]=1)[NH:8][C:7](=[O:12])[C:6]([C:13]1[O:17][N:16]=[C:15]([CH2:18][OH:19])[CH:14]=1)=[C:5]2[C:20]1[CH:25]=[CH:24][CH:23]=[CH:22][CH:21]=1.CC(OI1(OC(C)=O)(OC(C)=O)OC(=O)C2C=CC=CC1=2)=O. Given the product [Cl:1][C:2]1[CH:3]=[C:4]2[C:9](=[CH:10][CH:11]=1)[NH:8][C:7](=[O:12])[C:6]([C:13]1[O:17][N:16]=[C:15]([CH:18]=[O:19])[CH:14]=1)=[C:5]2[C:20]1[CH:21]=[CH:22][CH:23]=[CH:24][CH:25]=1, predict the reactants needed to synthesize it. (3) Given the product [S:3]1[CH:4]=[CH:5][CH:6]=[C:2]1[N:7]1[CH2:11][CH2:10][CH2:9][C:8]1=[O:12], predict the reactants needed to synthesize it. The reactants are: Br[C:2]1[S:3][CH:4]=[CH:5][CH:6]=1.[NH:7]1[CH2:11][CH2:10][CH2:9][C:8]1=[O:12]. (4) Given the product [CH3:31][O:30][C:10]1[C:11]([NH:13][C:14]2[N:19]=[C:18]([C:20]3[C:28]4[C:23](=[CH:24][CH:25]=[CH:26][CH:27]=4)[N:22]([CH3:29])[CH:21]=3)[CH:17]=[CH:16][N:15]=2)=[CH:12][C:7]([NH:6][C:1](=[O:4])[CH:2]=[CH2:3])=[C:8]([N:32]([CH3:44])[CH2:33][CH2:34][N:35]([CH3:43])[C:36](=[O:42])[O:37][C:38]([CH3:41])([CH3:39])[CH3:40])[CH:9]=1, predict the reactants needed to synthesize it. The reactants are: [C:1](Cl)(=[O:4])[CH:2]=[CH2:3].[NH2:6][C:7]1[CH:12]=[C:11]([NH:13][C:14]2[N:19]=[C:18]([C:20]3[C:28]4[C:23](=[CH:24][CH:25]=[CH:26][CH:27]=4)[N:22]([CH3:29])[CH:21]=3)[CH:17]=[CH:16][N:15]=2)[C:10]([O:30][CH3:31])=[CH:9][C:8]=1[N:32]([CH3:44])[CH2:33][CH2:34][N:35]([CH3:43])[C:36](=[O:42])[O:37][C:38]([CH3:41])([CH3:40])[CH3:39].CCN(C(C)C)C(C)C. (5) Given the product [F:22][C:23]1[CH:31]=[C:30]([F:32])[CH:29]=[CH:28][C:24]=1[C:25]1[N:7]([C:1]2[CH:2]=[CH:3][CH:4]=[CH:5][CH:6]=2)[C:8]2[CH:13]=[CH:12][CH:11]=[CH:10][C:9]=2[N:14]=1, predict the reactants needed to synthesize it. The reactants are: [C:1]1([NH:7][C:8]2[CH:13]=[CH:12][CH:11]=[CH:10][C:9]=2[NH2:14])[CH:6]=[CH:5][CH:4]=[CH:3][CH:2]=1.C(N(CC)CC)C.[F:22][C:23]1[CH:31]=[C:30]([F:32])[CH:29]=[CH:28][C:24]=1[C:25](Cl)=O.CCOCC.